The task is: Regression. Given two drug SMILES strings and cell line genomic features, predict the synergy score measuring deviation from expected non-interaction effect.. This data is from NCI-60 drug combinations with 297,098 pairs across 59 cell lines. Synergy scores: CSS=39.0, Synergy_ZIP=4.44, Synergy_Bliss=1.24, Synergy_Loewe=-26.8, Synergy_HSA=-6.00. Drug 2: CC1=C(C(=O)C2=C(C1=O)N3CC4C(C3(C2COC(=O)N)OC)N4)N. Drug 1: CCN(CC)CCNC(=O)C1=C(NC(=C1C)C=C2C3=C(C=CC(=C3)F)NC2=O)C. Cell line: NCI-H522.